From a dataset of Catalyst prediction with 721,799 reactions and 888 catalyst types from USPTO. Predict which catalyst facilitates the given reaction. Reactant: Br[C:2]1[NH:3][C:4]2[C:9]([C:10]=1C1CCCCC1)=[CH:8][CH:7]=[C:6]([C:17]([O:19]C)=[O:18])[CH:5]=2.O[Li].O.Cl.C1COCC1. Product: [NH:3]1[C:4]2[C:9](=[CH:8][CH:7]=[C:6]([C:17]([OH:19])=[O:18])[CH:5]=2)[CH:10]=[CH:2]1. The catalyst class is: 200.